This data is from Forward reaction prediction with 1.9M reactions from USPTO patents (1976-2016). The task is: Predict the product of the given reaction. Given the reactants P(Cl)(Cl)(Cl)=O.[Br:6][C:7]1[CH:12]=[CH:11][C:10]([CH2:13][C:14]([NH:16][CH2:17][CH2:18][C:19]2[CH:24]=[C:23]([O:25][CH3:26])[CH:22]=[C:21]([O:27][CH3:28])[CH:20]=2)=O)=[CH:9][CH:8]=1.[BH4-].[Na+].O.O.[C:33]([OH:38])(=[O:37])[C:34]([OH:36])=[O:35], predict the reaction product. The product is: [C:33]([OH:38])(=[O:37])[C:34]([OH:36])=[O:35].[Br:6][C:7]1[CH:12]=[CH:11][C:10]([CH2:13][CH:14]2[C:24]3[C:19](=[CH:20][C:21]([O:27][CH3:28])=[CH:22][C:23]=3[O:25][CH3:26])[CH2:18][CH2:17][NH:16]2)=[CH:9][CH:8]=1.